Predict the product of the given reaction. From a dataset of Forward reaction prediction with 1.9M reactions from USPTO patents (1976-2016). (1) Given the reactants [C:1]1([C:15]2[CH:20]=[CH:19][CH:18]=[CH:17][CH:16]=2)[CH:6]=[CH:5][C:4]([O:7][C:8](=[CH:13][CH3:14])[C:9]([O:11]C)=[O:10])=[CH:3][CH:2]=1.O.[OH-].[Li+], predict the reaction product. The product is: [C:1]1([C:15]2[CH:16]=[CH:17][CH:18]=[CH:19][CH:20]=2)[CH:6]=[CH:5][C:4]([O:7][C:8](=[CH:13][CH3:14])[C:9]([OH:11])=[O:10])=[CH:3][CH:2]=1. (2) Given the reactants [Cl:1][C:2]1[CH:11]=[C:10]2[C:5]([N:6]=[CH:7][C:8](=[O:18])[N:9]2[CH2:12][C:13]([O:15]CC)=[O:14])=[CH:4][CH:3]=1.[OH-].[Na+].Cl, predict the reaction product. The product is: [Cl:1][C:2]1[CH:11]=[C:10]2[C:5]([N:6]=[CH:7][C:8](=[O:18])[N:9]2[CH2:12][C:13]([OH:15])=[O:14])=[CH:4][CH:3]=1. (3) Given the reactants [OH:1][CH2:2][CH:3]1[CH2:8][CH2:7][NH:6][C:5](=[O:9])[CH2:4]1.[NH2:10][C:11]1[CH:18]=[C:17](OCCOC)[C:14]([C:15]#[N:16])=[CH:13][N:12]=1, predict the reaction product. The product is: [NH2:10][C:11]1[CH:18]=[C:17]([O:1][CH2:2][CH:3]2[CH2:8][CH2:7][NH:6][C:5](=[O:9])[CH2:4]2)[C:14]([C:15]#[N:16])=[CH:13][N:12]=1. (4) Given the reactants [SH:1][C:2]1[CH:7]=[CH:6][N:5]=[CH:4][CH:3]=1.[OH:8][C:9]1[C:14]([CH3:15])=[C:13]([OH:16])[CH:12]=[CH:11][C:10]=1[C:17](=[O:23])[CH2:18][C:19]([CH3:22])([CH3:21])[CH3:20], predict the reaction product. The product is: [OH:8][C:9]1[C:14]([CH3:15])=[C:13]([O:16][CH2:7][CH2:2][CH2:3][CH2:4][S:1][C:2]2[CH:7]=[CH:6][N:5]=[CH:4][CH:3]=2)[CH:12]=[CH:11][C:10]=1[C:17](=[O:23])[CH2:18][C:19]([CH3:20])([CH3:22])[CH3:21].